Token-level Classification. Given an antigen amino acid sequence, predict which amino acid positions are active epitope sites capable of antibody binding. Output is a list of indices for active positions. From a dataset of B-cell epitopes from IEDB database with 3,159 antigens for binding position prediction. (1) Given the antigen sequence: MSDLTDIQEDITRHEQQLIVARQKLKDAERAVEVDPDDVNKNTLQARQQTVSALEDKLADYKRRMADAVSRKKMDTKPTDPTGIEPDDHLKERSSLRYGNVLDVNAIDIEEPSGQTADWYTIGVYVIGFTLPIILKALYMLSTRGRQTVKENKGTRIRFKDDTSFEDINGIRRPKHLYVSMPTAQSTMKAEELTPGRFRTIVCGLFPTQIQVRNIMSPVMGVIGFSFFVKDWSERIREFMEKECPFIKPEVKPGTPAQEIEMLKRNKIYFMQRQDVLDKNHVADIDKLIDYAASGDPTSPDNIDSPNAPWVFACAPDRCPPTCIYVAGMAELGAFFSILQDMRNTIMASKTVGTAEEKLKKKSSFYQSYLRRTQSMGIQLDQRIILLFMLEWGKEMVDHFHLGDDMDPELRGLAQALIDQKVKEISNQEPLKI, which amino acid positions are active epitope sites? The epitope positions are: [312, 313, 314, 315, 316, 317, 318, 319, 320, 321, 322, 323, 324, 325]. The amino acids at these positions are: ACAPDRCPPTCIYV. (2) Given the antigen sequence: MSTIFDIRNLRLPQLSRASVVIGSLVVVLALAAGIVGVRLYQKLTNNTVVAYFTQANALYVGDKVQIMGLPVGSIDKIEPAGDKMKVTFHYQNKYKVPANASAVILNPTLVASRNIQLEPPYRGGPVLADNAVIPVERTQVPTEWDELRDSVSHIIDELGPTPEQPKGPFGEVIEAFADGLAGKGKQINTTLNSLSQALNALNEGRGDFFAVVRSLALFVNALHQDDQQFVALNKNLAEFTDRLTHSDADLSNAIQQFDSLLAVARPFFAKNREVLTHDVNNLATVTTTLLQPDPLDGLETVLHIFPTLAANINQLYHPTHGGVVSLSAFTNFANPMEFICSSIQAGSRLGYQESAELCAQYLAPVLDAIKFNYFPFGLNVASTASTLPKEIAYSEPRLQPPNGYKDTTVPGIWVPDTPLSHRNTQPGWVVAPGMQGVQVGPITQGLLTPESLAELMGGPDIAPPSSGLQTPPGPPNAYDEYPVLPPIGLQAPQVPIPPP..., which amino acid positions are active epitope sites? The epitope positions are: [86, 87, 88, 89, 90, 91, 92, 93, 94, 95, 96, 97, 98, 99]. The amino acids at these positions are: VTFHYQNKYKVPAN. (3) Given the antigen sequence: MARHAIFFALCVLGLVAAALPQFATAATASDDELMSRIRNSDFFDGQAPVDSLRPTNAGVDSKGTDDHLTTSMDKASVESQLPRREPLETEPDEQEEVHFRKRGVRSDAEVTDDNIYEEHTDRKVVPRKSEGKRSFKDLLKKLALPAVGMGASYFAADRILPELTEQQQTGEEPLTTGQNVSTVLGFAALAAAAAFLGMGLTRTYRHFSPRKNRSRQPALEQEVPESGKDGEDARQ, which amino acid positions are active epitope sites? The epitope positions are: [223, 224, 225, 226, 227, 228, 229, 230, 231, 232, 233, 234, 235]. The amino acids at these positions are: VPESGKDGEDARQ. (4) The epitope positions are: [467, 468, 469, 470, 471, 472, 473, 474, 475, 476, 477, 478, 479, 480, 481, 482, 483, 484, 485, 486]. The amino acids at these positions are: CDDDDDNDGVPDSRDNCRLV. Given the antigen sequence: MVPDTACVLLLTLAALGASGQGQSPLGSDLGPQMLRELQETNAALQDVRELLRQQVREITFLKNTVMECDACGMQQSVRTGLPSVRPLLHCAPGFCFPGVACIQTESGARCGPCPAGFTGNGSHCTDVNECNAHPCFPRVRCINTSPGFRCEACPPGYSGPTHQGVGLAFAKANKQVCTDINECETGQHNCVPNSVCINTRGSFQCGPCQPGFVGDQASGCQRRAQRFCPDGSPSECHEHADCVLERDGSRSCVCAVGWAGNGILCGRDTDLDGFPDEKLRCPERQCRKDNCVTVPNSGQEDVDRDGIGDACDPDADGDGVPNEKDNCPLVRNPDQRNTDEDKWGDACDNCRSQKNDDQKDTDQDGRGDACDDDIDGDRIRNQADNCPRVPNSDQKDSDGDGIGDACDNCPQKSNPDQADVDHDFVGDACDSDQDQDGDGHQDSRDNCPTVPNSAQEDSDHDGQGDACDDDDDNDGVPDSRDNCRLVPNPGQEDADRDGV..., which amino acid positions are active epitope sites?